Task: Predict the product of the given reaction.. Dataset: Forward reaction prediction with 1.9M reactions from USPTO patents (1976-2016) Given the reactants [Cl:1][C:2]1[CH:3]=[C:4]([CH:36]=[CH:37][C:38]=1[O:39][CH2:40][C:41]1[CH:46]=[CH:45][CH:44]=[CH:43][N:42]=1)[NH:5][C:6]1[C:15]2[C:10](=[CH:11][C:12]([O:31][CH2:32][CH3:33])=[C:13]([NH:16][C:17](=[O:30])/[CH:18]=[CH:19]/[CH2:20][NH:21][CH2:22]C(OC(C)(C)C)=O)[CH:14]=2)[N:9]=[CH:8][C:7]=1[C:34]#[N:35].Cl.[OH-].[Na+], predict the reaction product. The product is: [Cl:1][C:2]1[CH:3]=[C:4]([CH:36]=[CH:37][C:38]=1[O:39][CH2:40][C:41]1[CH:46]=[CH:45][CH:44]=[CH:43][N:42]=1)[NH:5][C:6]1[C:15]2[C:10](=[CH:11][C:12]([O:31][CH2:32][CH3:33])=[C:13]([NH:16][C:17](=[O:30])/[CH:18]=[CH:19]/[CH2:20][NH:21][CH3:22])[CH:14]=2)[N:9]=[CH:8][C:7]=1[C:34]#[N:35].